Dataset: Reaction yield outcomes from USPTO patents with 853,638 reactions. Task: Predict the reaction yield, written as a fraction of the theoretical maximum amount of product (1.0 means a 100% yield; for example, 0.34 means a 34% yield). The reactants are [CH2:1]([NH:3][C:4](=[O:27])[O:5][C:6]1[C:7]([CH3:26])=[C:8]2[N:13]([CH:14]=1)[N:12]=[CH:11][N:10]=[C:9]2[O:15][C:16]1[CH:21]=[CH:20][C:19]([N+:22]([O-])=O)=[CH:18][C:17]=1[F:25])[CH3:2]. The catalyst is C(O)C.[Zn]. The product is [CH2:1]([NH:3][C:4](=[O:27])[O:5][C:6]1[C:7]([CH3:26])=[C:8]2[N:13]([CH:14]=1)[N:12]=[CH:11][N:10]=[C:9]2[O:15][C:16]1[CH:21]=[CH:20][C:19]([NH2:22])=[CH:18][C:17]=1[F:25])[CH3:2]. The yield is 0.700.